This data is from Reaction yield outcomes from USPTO patents with 853,638 reactions. The task is: Predict the reaction yield, written as a fraction of the theoretical maximum amount of product (1.0 means a 100% yield; for example, 0.34 means a 34% yield). (1) The reactants are [CH2:1]([O:8][CH2:9][C:10]1([CH3:23])[CH2:14][C:13]2[C:15]([CH3:22])=[C:16](Br)[C:17]([CH3:20])=[C:18]([CH3:19])[C:12]=2[O:11]1)[C:2]1[CH:7]=[CH:6][CH:5]=[CH:4][CH:3]=1.[CH3:24][O:25][C:26]1[CH:31]=[CH:30][C:29]([N:32]2[CH2:37][CH2:36][NH:35][CH2:34][CH2:33]2)=[CH:28][CH:27]=1. No catalyst specified. The product is [CH2:1]([O:8][CH2:9][C:10]1([CH3:23])[CH2:14][C:13]2[C:15]([CH3:22])=[C:16]([N:35]3[CH2:34][CH2:33][N:32]([C:29]4[CH:28]=[CH:27][C:26]([O:25][CH3:24])=[CH:31][CH:30]=4)[CH2:37][CH2:36]3)[C:17]([CH3:20])=[C:18]([CH3:19])[C:12]=2[O:11]1)[C:2]1[CH:7]=[CH:6][CH:5]=[CH:4][CH:3]=1. The yield is 0.650. (2) The reactants are [O:1]1[CH2:5][CH2:4][O:3][CH:2]1[C:6]1[CH:13]=[CH:12][C:9]([C:10]#[N:11])=[CH:8][CH:7]=1.[N-:14]=[N+:15]=[N-:16].[Na+].Cl.C(N(CC)CC)C.Cl. The catalyst is O.CN1CCCC1=O. The product is [O:1]1[CH2:5][CH2:4][O:3][CH:2]1[C:6]1[CH:13]=[CH:12][C:9]([C:10]2[NH:16][N:15]=[N:14][N:11]=2)=[CH:8][CH:7]=1. The yield is 0.240. (3) The reactants are [C:1]([O:5][C:6]([N:8]([CH2:12][CH:13]=O)[CH:9]([CH3:11])[CH3:10])=[O:7])([CH3:4])([CH3:3])[CH3:2].[CH:15]1([NH2:18])[CH2:17][CH2:16]1.[BH4-].[Na+].O. The catalyst is CO.CC(C)[O-].[Ti+4].CC(C)[O-].CC(C)[O-].CC(C)[O-]. The product is [C:1]([O:5][C:6]([N:8]([CH:9]1[CH2:11][CH2:10]1)[CH2:12][CH2:13][NH:18][CH:15]([CH3:17])[CH3:16])=[O:7])([CH3:4])([CH3:3])[CH3:2]. The yield is 0.350. (4) The reactants are [Si:1]([C:5]#[C:6][C:7]([OH:9])=O)([CH3:4])([CH3:3])[CH3:2].C1CCC(N=C=NC2CCCCC2)CC1.[NH2:25][C:26]1[CH:58]=[CH:57][C:29]([C:30]([NH:32][C:33]23[CH2:39][C:37]([NH:40][C:41]4[N:46]=[C:45]([C:47]5[C:55]6[C:50](=[CH:51][CH:52]=[CH:53][CH:54]=6)[NH:49][CH:48]=5)[C:44]([Cl:56])=[CH:43][N:42]=4)([CH2:38]2)[CH2:36][CH2:35][CH2:34]3)=[O:31])=[CH:28][CH:27]=1. The catalyst is C(Cl)Cl.CN(C1C=CN=CC=1)C. The product is [Cl:56][C:44]1[C:45]([C:47]2[C:55]3[C:50](=[CH:51][CH:52]=[CH:53][CH:54]=3)[NH:49][CH:48]=2)=[N:46][C:41]([NH:40][C:37]23[CH2:39][C:33]([NH:32][C:30](=[O:31])[C:29]4[CH:28]=[CH:27][C:26]([NH:25][C:7](=[O:9])[C:6]#[C:5][Si:1]([CH3:4])([CH3:3])[CH3:2])=[CH:58][CH:57]=4)([CH2:38]2)[CH2:34][CH2:35][CH2:36]3)=[N:42][CH:43]=1. The yield is 0.0550.